Dataset: Full USPTO retrosynthesis dataset with 1.9M reactions from patents (1976-2016). Task: Predict the reactants needed to synthesize the given product. (1) Given the product [Cl:1][C:2]1[CH:3]=[C:4]([N:23]([CH2:41][CH3:42])[C@H:24]2[CH2:25][CH2:26][C@H:27]([N:30]([CH2:32][C:33]3[CH:38]=[CH:37][CH:36]=[C:35]([O:39][CH3:40])[CH:34]=3)[CH3:31])[CH2:28][CH2:29]2)[C:5]([CH3:22])=[C:6]([CH:21]=1)[C:7]([NH:9][CH2:10][C:11]1[C:12](=[O:19])[NH:13][N:14]([CH2:17][CH3:18])[C:15]=1[CH3:16])=[O:8], predict the reactants needed to synthesize it. The reactants are: [Cl:1][C:2]1[CH:3]=[C:4]([N:23]([CH2:41][CH3:42])[C@H:24]2[CH2:29][CH2:28][C@H:27]([N:30]([CH2:32][C:33]3[CH:38]=[CH:37][CH:36]=[C:35]([O:39][CH3:40])[CH:34]=3)[CH3:31])[CH2:26][CH2:25]2)[C:5]([CH3:22])=[C:6]([CH:21]=1)[C:7]([NH:9][CH2:10][C:11]1[C:12]([O:19]C)=[N:13][N:14]([CH2:17][CH3:18])[C:15]=1[CH3:16])=[O:8].C(=O)(O)[O-].[Na+]. (2) Given the product [NH2:48][C:46](=[O:47])[CH:45]([C:40]1[CH:41]=[CH:42][CH:43]=[CH:44][C:39]=1[C:37]#[C:38][C:2]1[C:7]([C:8]([F:11])([F:10])[F:9])=[CH:6][N:5]=[C:4]([NH:12][C:13]2[CH:18]=[CH:17][C:16]([CH:19]3[CH2:24][CH2:23][N:22]([C:25]([O:27][C:28]([CH3:31])([CH3:30])[CH3:29])=[O:26])[CH2:21][CH2:20]3)=[CH:15][CH:14]=2)[N:3]=1)[CH2:49][CH3:50], predict the reactants needed to synthesize it. The reactants are: Cl[C:2]1[C:7]([C:8]([F:11])([F:10])[F:9])=[CH:6][N:5]=[C:4]([NH:12][C:13]2[CH:18]=[CH:17][C:16]([CH:19]3[CH2:24][CH2:23][N:22]([C:25]([O:27][C:28]([CH3:31])([CH3:30])[CH3:29])=[O:26])[CH2:21][CH2:20]3)=[CH:15][CH:14]=2)[N:3]=1.F[B-](F)(F)F.[C:37]([C:39]1[CH:44]=[CH:43][CH:42]=[CH:41][C:40]=1[CH:45]([CH2:49][CH3:50])[C:46]([NH2:48])=[O:47])#[CH:38].CCN(CC)CC. (3) Given the product [F:1][C:2]1[CH:3]=[C:4]([CH2:26][CH2:27][C:28]([OH:30])=[O:29])[CH:5]=[C:6]([F:25])[C:7]=1[O:8][CH2:9][C:10]1[N:11]([C:19]2[CH:24]=[CH:23][CH:22]=[CH:21][CH:20]=2)[CH:12]=[CH:13][C:14]=1[C:15]([F:18])([F:16])[F:17], predict the reactants needed to synthesize it. The reactants are: [F:1][C:2]1[CH:3]=[C:4]([CH2:26][CH2:27][C:28]([O:30]CC)=[O:29])[CH:5]=[C:6]([F:25])[C:7]=1[O:8][CH2:9][C:10]1[N:11]([C:19]2[CH:24]=[CH:23][CH:22]=[CH:21][CH:20]=2)[CH:12]=[CH:13][C:14]=1[C:15]([F:18])([F:17])[F:16].O1CCCC1.[Li+].[OH-]. (4) Given the product [N:11]1([C:8]2[N:7]=[N:6][C:5]([CH:2]([CH3:1])[CH2:4][OH:3])=[CH:10][CH:9]=2)[CH:15]=[N:14][N:13]=[N:12]1, predict the reactants needed to synthesize it. The reactants are: [CH3:1][C:2]1([C:5]2[N:6]=[N:7][C:8]([N:11]3[CH:15]=[N:14][N:13]=[N:12]3)=[CH:9][CH:10]=2)[CH2:4][O:3]1. (5) The reactants are: Br[C:2]1[O:3][CH:4]=[CH:5][CH:6]=1.[C:7]1([C:13]#[CH:14])[CH:12]=[CH:11][CH:10]=[CH:9][CH:8]=1.N1CCC[C@H]1C(O)=O.C(=O)([O-])[O-].[Na+].[Na+].[N-:29]=[N+:30]=[N-:31].[Na+].O=C1O[C@H]([C@H](CO)O)C([O-])=C1O.[Na+]. Given the product [O:3]1[CH:4]=[CH:5][CH:6]=[C:2]1[N:29]1[CH:14]=[C:13]([C:7]2[CH:12]=[CH:11][CH:10]=[CH:9][CH:8]=2)[N:31]=[N:30]1, predict the reactants needed to synthesize it.